Dataset: Full USPTO retrosynthesis dataset with 1.9M reactions from patents (1976-2016). Task: Predict the reactants needed to synthesize the given product. (1) Given the product [CH3:17][O:18][CH2:2][CH2:3][CH2:4][CH2:5][CH2:6][CH2:7][O:8][C:9]1[CH:16]=[CH:15][C:12]([C:13]#[N:14])=[CH:11][CH:10]=1, predict the reactants needed to synthesize it. The reactants are: Br[CH2:2][CH2:3][CH2:4][CH2:5][CH2:6][CH2:7][O:8][C:9]1[CH:16]=[CH:15][C:12]([C:13]#[N:14])=[CH:11][CH:10]=1.[CH3:17][O-:18].[Na+].CO. (2) Given the product [Br:1][C:2]1[CH:11]=[C:10]2[C:5]([CH:6]=[CH:7][CH:8]=[C:9]2[CH2:12][Br:13])=[CH:4][CH:3]=1, predict the reactants needed to synthesize it. The reactants are: [Br:1][C:2]1[CH:11]=[C:10]2[C:5]([CH:6]=[CH:7][CH:8]=[C:9]2[CH3:12])=[CH:4][CH:3]=1.[Br:13]N1C(=O)CCC1=O. (3) Given the product [CH3:1][O:2][CH2:3][CH2:4][O:5][CH2:6][CH2:7][O:8][C:9]1[CH:10]=[C:11]2[C:12](=[CH:13][CH:14]=1)[C:26](=[O:27])[NH:25][CH:16]=[CH:15]2, predict the reactants needed to synthesize it. The reactants are: [CH3:1][O:2][CH2:3][CH2:4][O:5][CH2:6][CH2:7][O:8][C:9]1[CH:10]=[C:11]([CH:15]=[CH:16]C(O)=O)[CH:12]=[CH:13][CH:14]=1.S(Cl)(Cl)=O.C[N:25](C)[CH:26]=[O:27].[N-]=[N+]=[N-].[Na+]. (4) Given the product [F:1][C:2]([F:7])([F:6])[C:3]([OH:5])=[O:4].[CH:69]1([NH:20][C:21]2[N:29]=[C:28]3[C:24]([N:25]=[CH:26][N:27]3[C@@H:30]3[CH2:34][C@H:33]([NH:35][C:36](=[O:37])[CH2:38][CH3:41])[C@@H:32]([OH:42])[C@H:31]3[OH:43])=[C:23]([NH:44][CH2:45][CH:46]([C:53]3[CH:58]=[CH:57][CH:56]=[CH:55][CH:54]=3)[C:47]3[CH:52]=[CH:51][CH:50]=[CH:49][CH:48]=3)[N:22]=2)[CH2:73][CH2:72][CH2:71][CH2:70]1, predict the reactants needed to synthesize it. The reactants are: [F:1][C:2]([F:7])([F:6])[C:3]([OH:5])=[O:4].C(N1CC[C@@H]([NH:20][C:21]2[N:29]=[C:28]3[C:24]([N:25]=[CH:26][N:27]3[C@@H:30]3[CH2:34][C@H:33]([NH:35][C:36]([CH:38]4[CH2:41]CC4)=[O:37])[C@@H:32]([OH:42])[C@H:31]3[OH:43])=[C:23]([NH:44][CH2:45][CH:46]([C:53]3[CH:58]=[CH:57][CH:56]=[CH:55][CH:54]=3)[C:47]3[CH:52]=[CH:51][CH:50]=[CH:49][CH:48]=3)[N:22]=2)C1)C1C=CC=CC=1.ClC1N=C2C(N=CN2[C@@H:69]2[CH2:73][C@H:72](NC(C3CCC3)=O)[C@@H:71](O)[C@H:70]2O)=C(NCC(C2C=CC=CC=2)C2C=CC=CC=2)N=1.ClC1N=C2C(N=CN2[C@@H]2C[C@H](NC(=O)CC)[C@@H](O)[C@H]2O)=C(NCC(C2C=CC=CC=2)C2C=CC=CC=2)N=1.C1(N)CCCC1. (5) Given the product [CH3:38][O:37][C:35]([C:34]1[CH:33]=[CH:32][C:31]([C:2]2[CH:7]=[CH:6][C:5]([CH:8]([CH3:26])[C:9]([OH:14])([C:15]3[CH:16]=[CH:17][C:18]4[O:22][C:21](=[O:23])[N:20]([CH3:24])[C:19]=4[CH:25]=3)[C:10]([F:11])([F:13])[F:12])=[C:4]([Cl:27])[CH:3]=2)=[CH:30][C:29]=1[F:28])=[O:36], predict the reactants needed to synthesize it. The reactants are: Br[C:2]1[CH:7]=[CH:6][C:5]([CH:8]([CH3:26])[C:9]([C:15]2[CH:16]=[CH:17][C:18]3[O:22][C:21](=[O:23])[N:20]([CH3:24])[C:19]=3[CH:25]=2)([OH:14])[C:10]([F:13])([F:12])[F:11])=[C:4]([Cl:27])[CH:3]=1.[F:28][C:29]1[CH:30]=[C:31](B(O)O)[CH:32]=[CH:33][C:34]=1[C:35]([O:37][CH3:38])=[O:36].C([O-])([O-])=O.[Na+].[Na+]. (6) Given the product [CH3:1][O:2][C:3](=[O:17])[CH2:4][C:9]1[CH:14]=[C:13]([S:15][CH3:16])[N:12]=[CH:11][N:10]=1, predict the reactants needed to synthesize it. The reactants are: [CH3:1][O:2][C:3](=[O:17])[CH:4]([C:9]1[CH:14]=[C:13]([S:15][CH3:16])[N:12]=[CH:11][N:10]=1)C(OC)=O.C[O-].[Na+].Cl.